Dataset: Forward reaction prediction with 1.9M reactions from USPTO patents (1976-2016). Task: Predict the product of the given reaction. (1) Given the reactants [F:1][C:2]([F:14])([C:8]1[CH:13]=[CH:12][CH:11]=[CH:10][CH:9]=1)[C:3](OCC)=[O:4].FC(F)(CCC1C=CC=CC=1)CO, predict the reaction product. The product is: [F:1][C:2]([F:14])([C:8]1[CH:9]=[CH:10][CH:11]=[CH:12][CH:13]=1)[CH2:3][OH:4]. (2) Given the reactants [Cl:1][C:2]1[CH:7]=[CH:6][C:5]([C:8]2[N:12]([CH2:13][C:14](O)=[O:15])[C:11]3[C:17]([CH:24]=[O:25])=[C:18]([C:20]([O:22][CH3:23])=[O:21])[S:19][C:10]=3[C:9]=2[CH:26]2[CH2:31][CH2:30][CH2:29][CH2:28][CH2:27]2)=[CH:4][CH:3]=1.CCN(C(C)C)C(C)C.CN(C(ON1N=NC2C=CC=NC1=2)=[N+](C)C)C.F[P-](F)(F)(F)(F)F.[CH:65]([N:68]1[CH2:72][CH2:71][CH:70]([NH:73][CH3:74])[CH2:69]1)([CH3:67])[CH3:66], predict the reaction product. The product is: [Cl:1][C:2]1[CH:3]=[CH:4][C:5]([C:8]2[N:12]([CH2:13][C:14]([N:73]([CH:70]3[CH2:71][CH2:72][N:68]([CH:65]([CH3:67])[CH3:66])[CH2:69]3)[CH3:74])=[O:15])[C:11]3[C:17]([CH:24]=[O:25])=[C:18]([C:20]([O:22][CH3:23])=[O:21])[S:19][C:10]=3[C:9]=2[CH:26]2[CH2:31][CH2:30][CH2:29][CH2:28][CH2:27]2)=[CH:6][CH:7]=1. (3) Given the reactants [CH3:1][S:2][C:3]1[CH:4]=[CH:5][C:6]([N+:9]([O-])=O)=[N:7][CH:8]=1.C(O)(=O)C.C(=O)(O)[O-].[Na+], predict the reaction product. The product is: [CH3:1][S:2][C:3]1[CH:4]=[CH:5][C:6]([NH2:9])=[N:7][CH:8]=1.